This data is from Forward reaction prediction with 1.9M reactions from USPTO patents (1976-2016). The task is: Predict the product of the given reaction. (1) Given the reactants [OH-].[Na+].[CH2:3]([O:5][C:6]([C:8]1([C:32]([O:34]CC)=[O:33])[CH2:13][CH2:12][N:11]([CH2:14][C:15]2[CH:20]=[CH:19][C:18]([CH2:21][CH2:22][CH2:23][CH2:24][CH2:25][CH2:26][CH2:27][CH2:28][CH3:29])=[C:17]([F:30])[C:16]=2[F:31])[CH2:10][CH2:9]1)=[O:7])[CH3:4], predict the reaction product. The product is: [CH2:3]([O:5][C:6]([C:8]1([C:32]([OH:34])=[O:33])[CH2:9][CH2:10][N:11]([CH2:14][C:15]2[CH:20]=[CH:19][C:18]([CH2:21][CH2:22][CH2:23][CH2:24][CH2:25][CH2:26][CH2:27][CH2:28][CH3:29])=[C:17]([F:30])[C:16]=2[F:31])[CH2:12][CH2:13]1)=[O:7])[CH3:4]. (2) Given the reactants [CH2:1]([Sn](CCCC)(CCCC)CCCC)[CH:2]=[CH2:3].N#N.Br[C:20]1[CH:39]=[N:38][C:23]2[N:24]([CH2:36][CH3:37])[C:25]3[N:33]=[C:32]([F:34])[CH:31]=[C:30]([CH3:35])[C:26]=3[NH:27][C:28](=[O:29])[C:22]=2[CH:21]=1.O, predict the reaction product. The product is: [CH2:36]([N:24]1[C:23]2[N:38]=[CH:39][C:20]([CH2:3][CH:2]=[CH2:1])=[CH:21][C:22]=2[C:28](=[O:29])[NH:27][C:26]2[C:30]([CH3:35])=[CH:31][C:32]([F:34])=[N:33][C:25]1=2)[CH3:37]. (3) Given the reactants [C:1]([O:5][C:6](=[O:20])[CH2:7][C@@:8]1([CH2:16][N+:17]([O-])=O)[CH2:14][C@@H:13]2[C@H:9]1[CH:10]=[C:11]([CH3:15])[CH2:12]2)([CH3:4])([CH3:3])[CH3:2].O.NN.[C:24](O[C:24]([O:26][C:27]([CH3:30])([CH3:29])[CH3:28])=[O:25])([O:26][C:27]([CH3:30])([CH3:29])[CH3:28])=[O:25], predict the reaction product. The product is: [C:1]([O:5][C:6](=[O:20])[CH2:7][C@@:8]1([CH2:16][NH:17][C:24]([O:26][C:27]([CH3:30])([CH3:29])[CH3:28])=[O:25])[CH2:14][C@@H:13]2[C@H:9]1[CH:10]=[C:11]([CH3:15])[CH2:12]2)([CH3:4])([CH3:3])[CH3:2]. (4) Given the reactants [CH3:1][C:2]1[N:3]([CH2:13][C:14]([O:16][CH2:17][CH3:18])=[O:15])[C:4]2[CH2:5][CH2:6][C:7]([CH3:12])([CH3:11])[CH2:8][C:9]=2[CH:10]=1.[Cl-].C([Al+]CC)C.[N:25]1([S:30]([C:33]2[CH:41]=[CH:40][C:36]([C:37](Cl)=[O:38])=[CH:35][CH:34]=2)(=[O:32])=[O:31])[CH2:29][CH2:28][CH2:27][CH2:26]1.Cl, predict the reaction product. The product is: [CH3:1][C:2]1[N:3]([CH2:13][C:14]([O:16][CH2:17][CH3:18])=[O:15])[C:4]2[CH2:5][CH2:6][C:7]([CH3:12])([CH3:11])[CH2:8][C:9]=2[C:10]=1[C:37](=[O:38])[C:36]1[CH:40]=[CH:41][C:33]([S:30]([N:25]2[CH2:29][CH2:28][CH2:27][CH2:26]2)(=[O:32])=[O:31])=[CH:34][CH:35]=1.